From a dataset of Forward reaction prediction with 1.9M reactions from USPTO patents (1976-2016). Predict the product of the given reaction. (1) Given the reactants [CH3:1][O:2][C:3](=[O:14])[CH:4]([NH2:13])[CH2:5][C:6]1[CH:11]=[CH:10][C:9]([OH:12])=[CH:8][CH:7]=1.[C:15](O[C:15]([O:17][C:18]([CH3:21])([CH3:20])[CH3:19])=[O:16])([O:17][C:18]([CH3:21])([CH3:20])[CH3:19])=[O:16].C(N(C(C)C)CC)(C)C, predict the reaction product. The product is: [CH3:1][O:2][C:3](=[O:14])[CH:4]([NH:13][C:15]([O:17][C:18]([CH3:21])([CH3:20])[CH3:19])=[O:16])[CH2:5][C:6]1[CH:11]=[CH:10][C:9]([OH:12])=[CH:8][CH:7]=1. (2) Given the reactants Cl[C:2]1[N:11]=[C:10](Cl)[C:9]2[C:4](=[CH:5][CH:6]=[CH:7][CH:8]=2)[N:3]=1.[Cl:13][C:14]1[CH:15]=[C:16]([CH:18]=[CH:19][CH:20]=1)[NH2:17].[CH3:21][C:22]1[CH:26]=[C:25]([CH3:27])[NH:24][N:23]=1, predict the reaction product. The product is: [Cl:13][C:14]1[CH:15]=[C:16]([NH:17][C:10]2[C:9]3[C:4](=[CH:5][CH:6]=[CH:7][CH:8]=3)[N:3]=[C:2]([N:23]3[C:22]([CH3:21])=[CH:26][C:25]([CH3:27])=[N:24]3)[N:11]=2)[CH:18]=[CH:19][CH:20]=1. (3) Given the reactants Br[C:2]1[CH:10]=[CH:9][CH:8]=[C:7]2[C:3]=1[CH:4]=[CH:5][N:6]2[S:11]([C:14]1[CH:19]=[CH:18][CH:17]=[CH:16][C:15]=1[CH3:20])(=[O:13])=[O:12].[CH2:21]([Sn](CCCC)(CCCC)C=C)[CH2:22]CC, predict the reaction product. The product is: [CH3:20][C:15]1[CH:16]=[CH:17][CH:18]=[CH:19][C:14]=1[S:11]([N:6]1[C:7]2[C:3](=[C:2]([CH:21]=[CH2:22])[CH:10]=[CH:9][CH:8]=2)[CH:4]=[CH:5]1)(=[O:13])=[O:12]. (4) Given the reactants [F:1][C:2]1[CH:7]=[CH:6][C:5]([C:8]2[N:9]=[C:10]([CH3:13])[NH:11][CH:12]=2)=[CH:4][C:3]=1[CH3:14].[Br:15]N1C(=O)CCC1=O, predict the reaction product. The product is: [Br:15][C:12]1[NH:11][C:10]([CH3:13])=[N:9][C:8]=1[C:5]1[CH:6]=[CH:7][C:2]([F:1])=[C:3]([CH3:14])[CH:4]=1. (5) Given the reactants [C:1]([S:5][C:6]1[CH:7]=[N:8][CH:9]=C([CH:13]=1)C#N)([CH3:4])([CH3:3])[CH3:2].[OH-:14].[Na+].[CH2:16]([OH:18])[CH3:17], predict the reaction product. The product is: [C:1]([S:5][C:6]1[CH:7]=[N:8][CH:9]=[C:17]([CH:13]=1)[C:16]([OH:14])=[O:18])([CH3:4])([CH3:3])[CH3:2]. (6) Given the reactants [C:1]([C:4]1[O:5][C:6]2[C:12]([O:13][CH3:14])=[CH:11][CH:10]=[CH:9][C:7]=2[CH:8]=1)(=[O:3])[CH3:2].[N+:15]([O-])([OH:17])=[O:16].C(=O)([O-])[O-].[Na+].[Na+], predict the reaction product. The product is: [C:1]([C:4]1[O:5][C:6]2[C:12]([O:13][CH3:14])=[CH:11][CH:10]=[C:9]([N+:15]([O-:17])=[O:16])[C:7]=2[CH:8]=1)(=[O:3])[CH3:2]. (7) The product is: [CH3:1][O:2][C:3](=[O:20])[C:4]1[CH:9]=[C:8]([Br:21])[C:7]([O:10][CH2:11][C:12]2[CH:17]=[CH:16][CH:15]=[CH:14][CH:13]=2)=[CH:6][C:5]=1[OH:18]. Given the reactants [CH3:1][O:2][C:3](=[O:20])[C:4]1[CH:9]=[CH:8][C:7]([O:10][CH2:11][C:12]2[CH:17]=[CH:16][CH:15]=[CH:14][CH:13]=2)=[CH:6][C:5]=1[O:18]O.[Br:21]Br, predict the reaction product. (8) The product is: [CH3:1][O:2][C:3]1[CH:8]=[CH:7][C:6]([C:9]2[N:10]=[C:11]([S:24]([CH3:25])=[O:26])[O:12][C:13]=2[C:14]2[CH:23]=[CH:22][C:17]([O:18][CH2:19][CH2:20][OH:21])=[CH:16][CH:15]=2)=[CH:5][CH:4]=1. Given the reactants [CH3:1][O:2][C:3]1[CH:8]=[CH:7][C:6]([C:9]2[N:10]=[C:11]([S:24][CH3:25])[O:12][C:13]=2[C:14]2[CH:23]=[CH:22][C:17]([O:18][CH2:19][CH2:20][OH:21])=[CH:16][CH:15]=2)=[CH:5][CH:4]=1.[OH:26]OS([O-])=O.[K+], predict the reaction product. (9) Given the reactants I[C:2]1[N:6]2[CH:7]=[C:8]([C:11]3[CH:16]=[CH:15][C:14]([C:17]([N:19]4[CH2:24][CH2:23][O:22][CH2:21][CH2:20]4)=[O:18])=[CH:13][CH:12]=3)[N:9]=[CH:10][C:5]2=[N:4][CH:3]=1.C1(C)C=CC=CC=1.C([O-])([O-])=O.[K+].[K+].[C:38]([C:40]1[CH:45]=[CH:44][C:43](B(O)O)=[CH:42][CH:41]=1)#[N:39], predict the reaction product. The product is: [N:19]1([C:17]([C:14]2[CH:15]=[CH:16][C:11]([C:8]3[N:9]=[CH:10][C:5]4[N:6]([C:2]([C:43]5[CH:44]=[CH:45][C:40]([C:38]#[N:39])=[CH:41][CH:42]=5)=[CH:3][N:4]=4)[CH:7]=3)=[CH:12][CH:13]=2)=[O:18])[CH2:24][CH2:23][O:22][CH2:21][CH2:20]1. (10) Given the reactants C(NC(C)C)(C)C.C([Li])CCC.[CH2:13]([O:15][C:16]([C@:18]1([F:25])[C@@H:23]2[C@H:19]1[CH2:20][CH2:21][C:22]2=O)=[O:17])[CH3:14].[C:26](=[O:29])(O)[O-:27].[Na+].C1(P(C2C=CC=CC=2)C2C=CC=CC=2)C=CC=CC=1.[CH2:50](O)[C:51]1[CH:56]=[CH:55][CH:54]=[CH:53][CH:52]=1.Cl, predict the reaction product. The product is: [CH2:13]([O:15][C:16]([C@:18]1([F:25])[C@@H:23]2[C@H:19]1[CH2:20][CH:21]=[C:22]2[C:26]([O:27][CH2:50][C:51]1[CH:56]=[CH:55][CH:54]=[CH:53][CH:52]=1)=[O:29])=[O:17])[CH3:14].